From a dataset of Forward reaction prediction with 1.9M reactions from USPTO patents (1976-2016). Predict the product of the given reaction. (1) Given the reactants O[C:2]([C:5]1[CH:6]=[C:7]2[C:12](=[CH:13][CH:14]=1)[CH2:11][C@@H:10]([NH:15][C:16](=[O:30])[C:17]1[CH:22]=[CH:21][C:20]([O:23][CH2:24][C@@H:25]3[CH2:29][CH2:28][CH2:27][O:26]3)=[CH:19][CH:18]=1)[CH2:9][CH2:8]2)([CH3:4])[CH3:3].C[Si](C#[N:36])(C)C.S(=O)(=O)(O)O.[OH-].[Na+], predict the reaction product. The product is: [NH2:36][C:2]([C:5]1[CH:6]=[C:7]2[C:12](=[CH:13][CH:14]=1)[CH2:11][C@@H:10]([NH:15][C:16](=[O:30])[C:17]1[CH:22]=[CH:21][C:20]([O:23][CH2:24][C@@H:25]3[CH2:29][CH2:28][CH2:27][O:26]3)=[CH:19][CH:18]=1)[CH2:9][CH2:8]2)([CH3:4])[CH3:3]. (2) Given the reactants [NH:1]1[CH2:6][CH:5]=[C:4]([C:7]2[N:12]=[C:11]([O:13][C:14]3[C:19]4[N:20]=[C:21]([NH:23][C:24](=[O:26])[CH3:25])[S:22][C:18]=4[CH:17]=[CH:16][CH:15]=3)[CH:10]=[C:9]([C:27]3[CH:32]=[CH:31][C:30]([C:33]([F:36])([F:35])[F:34])=[CH:29][CH:28]=3)[N:8]=2)[CH2:3][CH2:2]1.Cl[CH2:38][CH2:39]Cl.[C:41](O[BH-](OC(=O)C)OC(=O)C)(=O)C.[Na+], predict the reaction product. The product is: [CH:38]([N:1]1[CH2:2][CH:3]=[C:4]([C:7]2[N:12]=[C:11]([O:13][C:14]3[C:19]4[N:20]=[C:21]([NH:23][C:24](=[O:26])[CH3:25])[S:22][C:18]=4[CH:17]=[CH:16][CH:15]=3)[CH:10]=[C:9]([C:27]3[CH:28]=[CH:29][C:30]([C:33]([F:34])([F:35])[F:36])=[CH:31][CH:32]=3)[N:8]=2)[CH2:5][CH2:6]1)([CH3:39])[CH3:41]. (3) Given the reactants C(OC([NH:8][C@@H:9]([CH2:13][C:14]1[CH:19]=[CH:18][C:17]([O:20][CH2:21][C:22]#[C:23][CH3:24])=[CH:16][CH:15]=1)[C:10]([O-:12])=[O:11])=O)(C)(C)C.[ClH:25].O1CCOC[CH2:27]1, predict the reaction product. The product is: [ClH:25].[NH2:8][C@@H:9]([CH2:13][C:14]1[CH:19]=[CH:18][C:17]([O:20][CH2:21][C:22]#[C:23][CH3:24])=[CH:16][CH:15]=1)[C:10]([O:12][CH3:27])=[O:11]. (4) Given the reactants [C:1]([C:4]12[CH2:11][CH2:10][C:7]([NH:12][CH2:13][C:14]([N:16]3[CH2:20][C@@H:19]([F:21])[CH2:18][C@H:17]3[C:22]#[N:23])=[O:15])([CH2:8][CH2:9]1)[CH2:6][CH2:5]2)([OH:3])=O.[CH2:24]([NH2:29])[CH2:25][CH:26]([CH3:28])[CH3:27], predict the reaction product. The product is: [F:21][C@@H:19]1[CH2:20][N:16]([C:14](=[O:15])[CH2:13][NH:12][C:7]23[CH2:6][CH2:5][C:4]([C:1]([NH:29][CH2:24][CH2:25][CH:26]([CH3:28])[CH3:27])=[O:3])([CH2:11][CH2:10]2)[CH2:9][CH2:8]3)[C@H:17]([C:22]#[N:23])[CH2:18]1.